Regression. Given two drug SMILES strings and cell line genomic features, predict the synergy score measuring deviation from expected non-interaction effect. From a dataset of NCI-60 drug combinations with 297,098 pairs across 59 cell lines. (1) Drug 1: CS(=O)(=O)C1=CC(=C(C=C1)C(=O)NC2=CC(=C(C=C2)Cl)C3=CC=CC=N3)Cl. Drug 2: CC(C1=C(C=CC(=C1Cl)F)Cl)OC2=C(N=CC(=C2)C3=CN(N=C3)C4CCNCC4)N. Cell line: CAKI-1. Synergy scores: CSS=30.7, Synergy_ZIP=1.96, Synergy_Bliss=8.62, Synergy_Loewe=-1.24, Synergy_HSA=9.53. (2) Drug 1: C1=NC(=NC(=O)N1C2C(C(C(O2)CO)O)O)N. Drug 2: CCN(CC)CCNC(=O)C1=C(NC(=C1C)C=C2C3=C(C=CC(=C3)F)NC2=O)C. Cell line: IGROV1. Synergy scores: CSS=5.80, Synergy_ZIP=-5.55, Synergy_Bliss=-2.44, Synergy_Loewe=-4.22, Synergy_HSA=-2.63. (3) Drug 1: C1=CC(=CC=C1CCCC(=O)O)N(CCCl)CCCl. Drug 2: C1=NNC2=C1C(=O)NC=N2. Cell line: HOP-62. Synergy scores: CSS=11.3, Synergy_ZIP=0.833, Synergy_Bliss=-1.44, Synergy_Loewe=-17.2, Synergy_HSA=-1.16. (4) Drug 1: C1CCN(CC1)CCOC2=CC=C(C=C2)C(=O)C3=C(SC4=C3C=CC(=C4)O)C5=CC=C(C=C5)O. Drug 2: C1C(C(OC1N2C=NC3=C2NC=NCC3O)CO)O. Cell line: COLO 205. Synergy scores: CSS=1.58, Synergy_ZIP=2.30, Synergy_Bliss=0.247, Synergy_Loewe=-5.07, Synergy_HSA=-6.80. (5) Drug 1: C1=NC2=C(N=C(N=C2N1C3C(C(C(O3)CO)O)F)Cl)N. Drug 2: CC1=C2C(C(=O)C3(C(CC4C(C3C(C(C2(C)C)(CC1OC(=O)C(C(C5=CC=CC=C5)NC(=O)OC(C)(C)C)O)O)OC(=O)C6=CC=CC=C6)(CO4)OC(=O)C)O)C)O. Cell line: HS 578T. Synergy scores: CSS=12.7, Synergy_ZIP=-1.78, Synergy_Bliss=3.90, Synergy_Loewe=8.35, Synergy_HSA=5.88. (6) Drug 1: CN1C2=C(C=C(C=C2)N(CCCl)CCCl)N=C1CCCC(=O)O.Cl. Drug 2: C1CN(P(=O)(OC1)NCCCl)CCCl. Cell line: MOLT-4. Synergy scores: CSS=1.60, Synergy_ZIP=1.01, Synergy_Bliss=-0.929, Synergy_Loewe=-0.0214, Synergy_HSA=-2.12. (7) Drug 1: CC1CCC2CC(C(=CC=CC=CC(CC(C(=O)C(C(C(=CC(C(=O)CC(OC(=O)C3CCCCN3C(=O)C(=O)C1(O2)O)C(C)CC4CCC(C(C4)OC)OCCO)C)C)O)OC)C)C)C)OC. Drug 2: CC1CCCC2(C(O2)CC(NC(=O)CC(C(C(=O)C(C1O)C)(C)C)O)C(=CC3=CSC(=N3)C)C)C. Cell line: SK-MEL-28. Synergy scores: CSS=30.0, Synergy_ZIP=1.91, Synergy_Bliss=2.73, Synergy_Loewe=-4.79, Synergy_HSA=3.56.